Task: Regression/Classification. Given a drug SMILES string, predict its absorption, distribution, metabolism, or excretion properties. Task type varies by dataset: regression for continuous measurements (e.g., permeability, clearance, half-life) or binary classification for categorical outcomes (e.g., BBB penetration, CYP inhibition). Dataset: cyp2d6_veith.. Dataset: CYP2D6 inhibition data for predicting drug metabolism from PubChem BioAssay (1) The drug is COC(=O)COc1ccc2c(-c3cccc([N+](=O)[O-])c3)cc(=O)oc2c1. The result is 0 (non-inhibitor). (2) The compound is CCOc1c2ccc(C(=O)NCc3ccc4c(c3)OCO4)cc2nn1CCOC. The result is 1 (inhibitor). (3) The drug is Cc1ccsc1/C=N/Nc1nc(Cl)c(Cl)cc1Cl. The result is 0 (non-inhibitor).